Dataset: Full USPTO retrosynthesis dataset with 1.9M reactions from patents (1976-2016). Task: Predict the reactants needed to synthesize the given product. (1) The reactants are: [NH2:1][C:2]1[NH:3][C:4](=[O:12])[C:5]2[S:10][C:9](=[O:11])[NH:8][C:6]=2[N:7]=1.C[Si](C)(C)Cl.O([Si](C)(C)C)S(C(F)(F)F)(=O)=O.C(O[CH:34]1[O:40][C@@H:39]([CH2:41][O:42][C:43](=[O:50])[C:44]2[CH:49]=[CH:48][CH:47]=[CH:46][CH:45]=2)[C@:37]([C:51](=[O:58])[C:52]2[CH:57]=[CH:56][CH:55]=[CH:54][CH:53]=2)([OH:38])[C@:35]1([C:59](=[O:66])[C:60]1[CH:65]=[CH:64][CH:63]=[CH:62][CH:61]=1)[OH:36])(=O)C.C(=O)(O)[O-].[Na+]. Given the product [NH2:1][C:2]1[NH:3][C:4](=[O:12])[C:5]2[S:10][C:9](=[O:11])[N:8]([C@H:34]3[O:40][C@@H:39]([CH2:41][O:42][C:43](=[O:50])[C:44]4[CH:49]=[CH:48][CH:47]=[CH:46][CH:45]=4)[C@:37]([C:51](=[O:58])[C:52]4[CH:53]=[CH:54][CH:55]=[CH:56][CH:57]=4)([OH:38])[C@:35]3([C:59](=[O:66])[C:60]3[CH:61]=[CH:62][CH:63]=[CH:64][CH:65]=3)[OH:36])[C:6]=2[N:7]=1, predict the reactants needed to synthesize it. (2) The reactants are: Cl[C:2]1[N:7]=[C:6]([C:8]([C:10]2[CH:15]=[CH:14][CH:13]=[C:12]([C:16]([F:19])([F:18])[F:17])[CH:11]=2)=[O:9])[C:5]([CH3:20])=[CH:4][N:3]=1.[F:21][C:22]([F:29])([F:28])[C:23]1[CH:27]=[CH:26][NH:25][N:24]=1.C(=O)([O-])[O-].[K+].[K+]. Given the product [CH3:20][C:5]1[C:6]([C:8]([C:10]2[CH:15]=[CH:14][CH:13]=[C:12]([C:16]([F:19])([F:18])[F:17])[CH:11]=2)=[O:9])=[N:7][C:2]([N:25]2[CH:26]=[CH:27][C:23]([C:22]([F:29])([F:28])[F:21])=[N:24]2)=[N:3][CH:4]=1, predict the reactants needed to synthesize it. (3) Given the product [CH2:1]([O:2][C:3]1[CH:12]=[C:11]2[C:6]([C:7]([NH:13][C:14]3[CH:15]=[CH:16][C:17]([O:20][C:21]4[CH:26]=[CH:25][CH:24]=[CH:23][CH:22]=4)=[CH:18][CH:19]=3)=[N:8][CH:9]=[N:10]2)=[CH:5][C:4]=1[NH:27][C:37](=[O:40])[CH:38]=[CH2:39])[CH3:29], predict the reactants needed to synthesize it. The reactants are: [CH3:1][O:2][C:3]1[CH:12]=[C:11]2[C:6]([C:7]([NH:13][C:14]3[CH:19]=[CH:18][C:17]([O:20][C:21]4[CH:26]=[CH:25][CH:24]=[CH:23][CH:22]=4)=[CH:16][CH:15]=3)=[N:8][CH:9]=[N:10]2)=[CH:5][C:4]=1[NH2:27].O1CCOC[CH2:29]1.C(Cl)Cl.[C:37](Cl)(=[O:40])[CH:38]=[CH2:39]. (4) Given the product [NH2:27][C:26]1[C:25]2[C:24](=[CH:31][CH:30]=[CH:29][C:28]=2[F:32])[NH:23][C:4](=[O:22])[C:5]=1[C:6]1[NH:10][C:9]2[CH:11]=[C:12]([N:15]3[CH2:16][CH2:17][N:18]([CH3:21])[CH2:19][CH2:20]3)[CH:13]=[CH:14][C:8]=2[N:7]=1, predict the reactants needed to synthesize it. The reactants are: C(O[C:4](=[O:22])[CH2:5][C:6]1[NH:10][C:9]2[CH:11]=[C:12]([N:15]3[CH2:20][CH2:19][N:18]([CH3:21])[CH2:17][CH2:16]3)[CH:13]=[CH:14][C:8]=2[N:7]=1)C.[NH2:23][C:24]1[CH:31]=[CH:30][CH:29]=[C:28]([F:32])[C:25]=1[C:26]#[N:27].C[Si]([N-][Si](C)(C)C)(C)C.[K+].[K]. (5) Given the product [CH3:25][O:24][C:11]1[CH:12]=[C:13]([C:20]([F:21])([F:22])[F:23])[CH:14]=[C:15]([C:16]([F:19])([F:18])[F:17])[C:10]=1[C:9]([NH:8][CH:3]1[CH2:4][CH2:5][CH2:6][CH2:7][CH:2]1[NH:1][CH:30]1[CH2:31][CH2:32][S:27][CH2:28][CH2:29]1)=[O:26], predict the reactants needed to synthesize it. The reactants are: [NH2:1][C@H:2]1[CH2:7][CH2:6][CH2:5][CH2:4][C@H:3]1[NH:8][C:9](=[O:26])[C:10]1[C:15]([C:16]([F:19])([F:18])[F:17])=[CH:14][C:13]([C:20]([F:23])([F:22])[F:21])=[CH:12][C:11]=1[O:24][CH3:25].[S:27]1[CH2:32][CH2:31][C:30](=O)[CH2:29][CH2:28]1. (6) Given the product [C:1]([O:42][C:44]([N:33]([CH3:32])[CH2:34][CH2:35][N:36]([CH2:26][CH:16]1[CH2:15][N:14]2[C:13]3[CH:12]=[C:11]([C:28]([OH:30])=[O:29])[CH:10]=[CH:9][C:8]=3[C:7]([CH:1]3[CH2:2][CH2:3][CH2:4][CH2:5][CH2:6]3)=[C:20]2[C:19]2[CH:21]=[CH:22][CH:23]=[CH:24][C:18]=2[N:17]1[CH3:25])[CH3:37])=[O:45])([CH3:7])([CH3:6])[CH3:2], predict the reactants needed to synthesize it. The reactants are: [CH:1]1([C:7]2[C:8]3[CH:9]=[CH:10][C:11]([C:28]([O:30]C)=[O:29])=[CH:12][C:13]=3[N:14]3[C:20]=2[C:19]2[CH:21]=[CH:22][CH:23]=[CH:24][C:18]=2[N:17]([CH3:25])[CH:16]([CH:26]=O)[CH2:15]3)[CH2:6][CH2:5][CH2:4][CH2:3][CH2:2]1.[CH3:32][NH:33][CH2:34][CH2:35][NH:36][CH3:37].[BH3-]C#N.[Na+].[OH-:42].[K+].[CH3:44][OH:45]. (7) Given the product [CH2:1]([C:3]([C:21]1[CH:26]=[CH:25][C:24]([O:27][CH2:41][C@H:39]2[O:40][C:36](=[O:35])[CH2:37][CH2:38]2)=[C:23]([CH3:28])[CH:22]=1)([C:6]1[CH:11]=[CH:10][C:9](/[CH:12]=[CH:13]/[C:14]([CH2:15][CH3:16])([OH:17])[CH2:18][CH3:19])=[C:8]([CH3:20])[CH:7]=1)[CH2:4][CH3:5])[CH3:2], predict the reactants needed to synthesize it. The reactants are: [CH2:1]([C:3]([C:21]1[CH:26]=[CH:25][C:24]([OH:27])=[C:23]([CH3:28])[CH:22]=1)([C:6]1[CH:11]=[CH:10][C:9](/[CH:12]=[CH:13]/[C:14]([CH2:18][CH3:19])([OH:17])[CH2:15][CH3:16])=[C:8]([CH3:20])[CH:7]=1)[CH2:4][CH3:5])[CH3:2].C([O-])([O-])=O.[K+].[K+].[O:35]=[C:36]1[O:40][C@H:39]([CH2:41]OS(C2C=CC(C)=CC=2)(=O)=O)[CH2:38][CH2:37]1.[NH4+].[Cl-]. (8) Given the product [F:30][C:31]1[N:36]=[CH:35][C:34]([C:2]2[C:10]3[O:9][CH2:8][CH:7]([C:11]4[CH:16]=[CH:15][C:14]([CH:17]([CH3:18])[CH3:19])=[CH:13][CH:12]=4)[C:6]=3[C:5]([CH3:20])=[C:4]([NH:21][C:22](=[O:28])[CH2:23][C:24]([CH3:27])([CH3:26])[CH3:25])[C:3]=2[CH3:29])=[CH:33][CH:32]=1, predict the reactants needed to synthesize it. The reactants are: Br[C:2]1[C:10]2[O:9][CH2:8][CH:7]([C:11]3[CH:16]=[CH:15][C:14]([CH:17]([CH3:19])[CH3:18])=[CH:13][CH:12]=3)[C:6]=2[C:5]([CH3:20])=[C:4]([NH:21][C:22](=[O:28])[CH2:23][C:24]([CH3:27])([CH3:26])[CH3:25])[C:3]=1[CH3:29].[F:30][C:31]1[N:36]=[CH:35][C:34](B(O)O)=[CH:33][CH:32]=1. (9) Given the product [CH3:23][C:21]1[CH:20]=[CH:19][C:18]2[N:14]([CH:11]3[CH2:10][CH2:9][NH:8][CH2:13][CH2:12]3)[C:15]([C:24](=[O:26])[CH3:25])=[N:16][C:17]=2[CH:22]=1, predict the reactants needed to synthesize it. The reactants are: C(OC([N:8]1[CH2:13][CH2:12][CH:11]([N:14]2[C:18]3[CH:19]=[CH:20][C:21]([CH3:23])=[CH:22][C:17]=3[N:16]=[C:15]2[C:24](=[O:26])[CH3:25])[CH2:10][CH2:9]1)=O)(C)(C)C.